From a dataset of Catalyst prediction with 721,799 reactions and 888 catalyst types from USPTO. Predict which catalyst facilitates the given reaction. The catalyst class is: 1. Reactant: Cl[C:2]1[C:7]([C:8]([C:10]2[CH:15]=[CH:14][C:13]([F:16])=[CH:12][CH:11]=2)=O)=[CH:6][N:5]=[C:4]([C:17]2[CH:18]=[C:19]([CH:25]=[C:26]([F:29])[C:27]=2[CH3:28])[C:20]([NH:22][CH2:23][CH3:24])=[O:21])[CH:3]=1.O.[NH2:31][NH2:32]. Product: [CH2:23]([NH:22][C:20](=[O:21])[C:19]1[CH:18]=[C:17]([C:4]2[N:5]=[CH:6][C:7]3[C:8]([C:10]4[CH:15]=[CH:14][C:13]([F:16])=[CH:12][CH:11]=4)=[N:31][NH:32][C:2]=3[CH:3]=2)[C:27]([CH3:28])=[C:26]([F:29])[CH:25]=1)[CH3:24].